This data is from Forward reaction prediction with 1.9M reactions from USPTO patents (1976-2016). The task is: Predict the product of the given reaction. (1) Given the reactants [CH3:1][C:2]1[C:3]([CH2:8][NH2:9])=[N:4][CH:5]=[CH:6][CH:7]=1.[CH3:10][C:11]1[C:12]([CH:17]=O)=[N:13][CH:14]=[CH:15][CH:16]=1.[BH-](OC(C)=O)(OC(C)=O)OC(C)=O.[Na+], predict the reaction product. The product is: [CH3:1][C:2]1[C:3]([CH2:8][NH:9][CH2:17][C:12]2[C:11]([CH3:10])=[CH:16][CH:15]=[CH:14][N:13]=2)=[N:4][CH:5]=[CH:6][CH:7]=1. (2) Given the reactants [F:1][C:2]1[CH:7]=[CH:6][C:5](/[CH:8]=[CH:9]/[C:10]([O:12][CH2:13][CH3:14])=[O:11])=[CH:4][C:3]=1[NH:15][C:16]([C:18]1[C:27]2[C:22](=[CH:23][CH:24]=[CH:25][CH:26]=2)[CH:21]=[C:20]([C:28]2[CH:33]=[CH:32][CH:31]=[C:30]([F:34])[CH:29]=2)[CH:19]=1)=[O:17].CC([O-])=O.[Na+], predict the reaction product. The product is: [F:1][C:2]1[CH:7]=[CH:6][C:5]([CH2:8][CH2:9][C:10]([O:12][CH2:13][CH3:14])=[O:11])=[CH:4][C:3]=1[NH:15][C:16]([C:18]1[C:27]2[C:22](=[CH:23][CH:24]=[CH:25][CH:26]=2)[CH:21]=[C:20]([C:28]2[CH:33]=[CH:32][CH:31]=[C:30]([F:34])[CH:29]=2)[CH:19]=1)=[O:17]. (3) The product is: [C:10]([O-:19])(=[O:18])[C:11]1[C:12](=[CH:14][CH:15]=[CH:16][CH:17]=1)[OH:13].[NH2:8][C:6]([NH:5][C:3]([N:2]([CH3:9])[CH3:1])=[NH2+:4])=[NH:7]. Given the reactants [CH3:1][N:2]([CH3:9])[C:3]([NH:5][C:6](=[NH:8])[NH2:7])=[NH:4].[C:10]([OH:19])(=[O:18])[C:11]1[C:12](=[CH:14][CH:15]=[CH:16][CH:17]=1)[OH:13], predict the reaction product.